This data is from Catalyst prediction with 721,799 reactions and 888 catalyst types from USPTO. The task is: Predict which catalyst facilitates the given reaction. The catalyst class is: 5. Reactant: [Cl:1][C:2]1[CH:7]=[C:6]2[NH:8][C:9](=[O:32])[C:10]3([CH:15]([C:16]4[CH:21]=[CH:20][CH:19]=[C:18]([Cl:22])[CH:17]=4)[CH2:14][C:13](=O)[NH:12][CH:11]3[C:24]3[CH:29]=[CH:28][C:27]([F:30])=[C:26]([F:31])[CH:25]=3)[C:5]2=[CH:4][CH:3]=1.[BH4-].[Na+]. Product: [Cl:1][C:2]1[CH:7]=[C:6]2[NH:8][C:9](=[O:32])[C:10]3([CH:15]([C:16]4[CH:21]=[CH:20][CH:19]=[C:18]([Cl:22])[CH:17]=4)[CH2:14][CH2:13][NH:12][CH:11]3[C:24]3[CH:29]=[CH:28][C:27]([F:30])=[C:26]([F:31])[CH:25]=3)[C:5]2=[CH:4][CH:3]=1.